From a dataset of Catalyst prediction with 721,799 reactions and 888 catalyst types from USPTO. Predict which catalyst facilitates the given reaction. (1) Reactant: [Si:1]([O:8][C@H:9]([CH3:15])[C:10](OCC)=[O:11])([C:4]([CH3:7])([CH3:6])[CH3:5])([CH3:3])[CH3:2].CO.[Li+].[BH4-]. Product: [Si:1]([O:8][C@H:9]([CH3:15])[CH2:10][OH:11])([C:4]([CH3:7])([CH3:6])[CH3:5])([CH3:3])[CH3:2]. The catalyst class is: 27. (2) Reactant: C(NC(C)C)(C)C.[CH2:8]([Li])[CH2:9][CH2:10][CH3:11].[N:13]1([C:19](=[O:25])[CH2:20][CH2:21][CH2:22][CH2:23][CH3:24])[CH2:18][CH2:17][CH2:16][CH2:15][CH2:14]1.BrCCCC.Cl. Product: [CH2:8]([CH:20]([CH2:21][CH2:22][CH2:23][CH3:24])[C:19]([N:13]1[CH2:18][CH2:17][CH2:16][CH2:15][CH2:14]1)=[O:25])[CH2:9][CH2:10][CH3:11]. The catalyst class is: 385. (3) Reactant: O[CH2:2][C@@H:3]([C@H:5]([C@@H:7]([C@@H:9]([CH2:11][OH:12])[OH:10])[OH:8])O)[OH:4].S(=O)(=O)(O)O. Product: [CH2:11]1[O:12][C@@H:5]2[C@@H:3]([OH:4])[CH2:2][O:8][C@@H:7]2[C@@H:9]1[OH:10]. The catalyst class is: 6.